Dataset: Reaction yield outcomes from USPTO patents with 853,638 reactions. Task: Predict the reaction yield, written as a fraction of the theoretical maximum amount of product (1.0 means a 100% yield; for example, 0.34 means a 34% yield). (1) The reactants are C(=O)([O-])[O-].[K+].[K+].CN(C=O)C.[CH:12]1([CH2:15][O:16][C:17]2[CH:18]=[CH:19][C:20]([F:29])=[C:21]3[C:26]=2[NH:25][CH:24]=[C:23]([I:27])[C:22]3=[O:28])[CH2:14][CH2:13]1.[CH2:30](I)[CH3:31]. The catalyst is O. The product is [CH:12]1([CH2:15][O:16][C:17]2[CH:18]=[CH:19][C:20]([F:29])=[C:21]3[C:26]=2[N:25]([CH2:30][CH3:31])[CH:24]=[C:23]([I:27])[C:22]3=[O:28])[CH2:13][CH2:14]1. The yield is 0.770. (2) The reactants are [Br:1]Br.[C:3]1([P:9]([C:16]2[CH:21]=[CH:20][CH:19]=[CH:18][CH:17]=2)[C:10]2[CH:15]=[CH:14][CH:13]=[CH:12][CH:11]=2)[CH:8]=[CH:7][CH:6]=[CH:5][CH:4]=1. The catalyst is CC(N(C)C)=O. The product is [Br-:1].[Br-:1].[C:16]1([P:9]([C:3]2[CH:4]=[CH:5][CH:6]=[CH:7][CH:8]=2)[C:10]2[CH:15]=[CH:14][CH:13]=[CH:12][CH:11]=2)[CH:17]=[CH:18][CH:19]=[CH:20][CH:21]=1. The yield is 0.600. (3) The reactants are [BH4-].[Na+].[F:3][C:4]1[C:5]([CH:27]=[O:28])=[C:6]([C:11]2[CH:20]=[C:19]3[C:14]([CH:15]=[C:16]([NH:21][C:22]([CH:24]4[CH2:26][CH2:25]4)=[O:23])[N:17]=[CH:18]3)=[CH:13][CH:12]=2)[C:7]([CH3:10])=[CH:8][CH:9]=1. The catalyst is C1COCC1.C(OCC)(=O)C. The product is [F:3][C:4]1[C:5]([CH2:27][OH:28])=[C:6]([C:11]2[CH:20]=[C:19]3[C:14]([CH:15]=[C:16]([NH:21][C:22]([CH:24]4[CH2:25][CH2:26]4)=[O:23])[N:17]=[CH:18]3)=[CH:13][CH:12]=2)[C:7]([CH3:10])=[CH:8][CH:9]=1. The yield is 0.400. (4) The yield is 0.490. The catalyst is O.C1COCC1. The product is [NH2:10][C:11]1[CH:16]=[CH:15][C:14]([C:17]([C:25]2[CH:26]=[CH:27][C:28]([Cl:31])=[CH:29][CH:30]=2)([OH:18])[C:19]2[N:23]([CH3:24])[CH:22]=[N:21][CH:20]=2)=[CH:13][C:12]=1[C:8]([C:4]1[CH:5]=[CH:6][CH:7]=[C:2]([Cl:1])[CH:3]=1)=[O:9]. The reactants are [Cl:1][C:2]1[CH:3]=[C:4]([C:8]2[O:9][N:10]=[C:11]3[CH:16]=[CH:15][C:14]([C:17]([C:25]4[CH:30]=[CH:29][C:28]([Cl:31])=[CH:27][CH:26]=4)([C:19]4[N:23]([CH3:24])[CH:22]=[N:21][CH:20]=4)[OH:18])=[CH:13][C:12]=23)[CH:5]=[CH:6][CH:7]=1.C([O-])([O-])=O.[K+].[K+]. (5) The reactants are [Br:1][C:2]1[S:6][C:5]([CH2:7][S:8][CH2:9][CH2:10][C:11]([O:13][CH3:14])=[O:12])=[N:4][CH:3]=1.CO.[OH2:17].[OH2:18].O.O.O.O.C(O[O-])(=O)C1C(=CC=CC=1)C([O-])=O.[Mg+2]. The catalyst is C(Cl)Cl.[O-]S([O-])(=S)=O.[Na+].[Na+].O. The product is [Br:1][C:2]1[S:6][C:5]([CH2:7][S:8]([CH2:9][CH2:10][C:11]([O:13][CH3:14])=[O:12])(=[O:18])=[O:17])=[N:4][CH:3]=1. The yield is 0.950.